From a dataset of Reaction yield outcomes from USPTO patents with 853,638 reactions. Predict the reaction yield, written as a fraction of the theoretical maximum amount of product (1.0 means a 100% yield; for example, 0.34 means a 34% yield). (1) The reactants are Br[C:2]1[CH:3]=[C:4]2[C:8](=[CH:9][CH:10]=1)[NH:7][C:6](=[O:11])[C:5]2([CH2:14][CH3:15])[CH2:12][CH3:13].[Cl:16][C:17]1[CH:18]=[C:19](B(O)O)[CH:20]=[CH:21][CH:22]=1.C(=O)([O-])[O-].[K+].[K+]. The catalyst is C(COC)OC.C(O)C.O.C1C=CC([P]([Pd]([P](C2C=CC=CC=2)(C2C=CC=CC=2)C2C=CC=CC=2)([P](C2C=CC=CC=2)(C2C=CC=CC=2)C2C=CC=CC=2)[P](C2C=CC=CC=2)(C2C=CC=CC=2)C2C=CC=CC=2)(C2C=CC=CC=2)C2C=CC=CC=2)=CC=1. The product is [Cl:16][C:17]1[CH:22]=[C:21]([C:2]2[CH:3]=[C:4]3[C:8](=[CH:9][CH:10]=2)[NH:7][C:6](=[O:11])[C:5]3([CH2:14][CH3:15])[CH2:12][CH3:13])[CH:20]=[CH:19][CH:18]=1. The yield is 0.270. (2) The reactants are [CH3:1][O:2][C:3]1[CH:8]=[CH:7][C:6]([C:9]2[C:14]([CH2:15]O)=[CH:13][CH:12]=[CH:11][N:10]=2)=[CH:5][CH:4]=1.S(Cl)([Cl:19])=O. No catalyst specified. The product is [Cl:19][CH2:15][C:14]1[C:9]([C:6]2[CH:7]=[CH:8][C:3]([O:2][CH3:1])=[CH:4][CH:5]=2)=[N:10][CH:11]=[CH:12][CH:13]=1. The yield is 0.550. (3) The reactants are [CH2:1]([O:8][C@@H:9]1[C@@H:18]([O:19][CH2:20][C:21]2[CH:26]=[CH:25][CH:24]=[CH:23][CH:22]=2)[C@H:17]([O:27][C@@H:28]2[O:57][C@H:56]([CH2:58][OH:59])[C@@H:47]([O:48][CH2:49][C:50]3[CH:55]=[CH:54][CH:53]=[CH:52][CH:51]=3)[C@H:38]([O:39][CH2:40][C:41]3[CH:46]=[CH:45][CH:44]=[CH:43][CH:42]=3)[C@H:29]2[O:30][CH2:31][C:32]2[CH:37]=[CH:36][CH:35]=[CH:34][CH:33]=2)[C@@H:16]([CH2:60][O:61][CH2:62][C:63]2[CH:68]=[CH:67][CH:66]=[CH:65][CH:64]=2)[O:15][CH:10]1[O:11][CH2:12][CH:13]=[CH2:14])[C:2]1[CH:7]=[CH:6][CH:5]=[CH:4][CH:3]=1.[C:69]1(C)[CH:74]=[CH:73][C:72]([S:75](Cl)(=[O:77])=[O:76])=[CH:71][CH:70]=1.N1C=CC=C[CH:81]=1. The catalyst is CN(C)C1C=CN=CC=1. The product is [CH2:1]([O:8][C@@H:9]1[C@@H:18]([O:19][CH2:20][C:21]2[CH:22]=[CH:23][CH:24]=[CH:25][CH:26]=2)[C@H:17]([O:27][C@@H:28]2[O:57][C@H:56]([CH:58]([S:75]([C:72]3[C:73]([CH3:81])=[CH:74][CH:69]=[CH:70][CH:71]=3)(=[O:76])=[O:77])[OH:59])[C@@H:47]([O:48][CH2:49][C:50]3[CH:51]=[CH:52][CH:53]=[CH:54][CH:55]=3)[C@H:38]([O:39][CH2:40][C:41]3[CH:42]=[CH:43][CH:44]=[CH:45][CH:46]=3)[C@H:29]2[O:30][CH2:31][C:32]2[CH:37]=[CH:36][CH:35]=[CH:34][CH:33]=2)[C@@H:16]([CH2:60][O:61][CH2:62][C:63]2[CH:64]=[CH:65][CH:66]=[CH:67][CH:68]=2)[O:15][CH:10]1[O:11][CH2:12][CH:13]=[CH2:14])[C:2]1[CH:7]=[CH:6][CH:5]=[CH:4][CH:3]=1. The yield is 0.740. (4) The reactants are Br[C:2]1[CH:8]=[C:7]([N+:9]([O-:11])=[O:10])[CH:6]=[CH:5][C:3]=1[NH2:4].[CH3:12][C:13]([CH3:20])([C:18]#[CH:19])[C:14]([O:16][CH3:17])=[O:15].C(N(CC)CC)C. The catalyst is C1(C)C=CC=CC=1.O.[Cu]I.C1C=CC([P]([Pd]([P](C2C=CC=CC=2)(C2C=CC=CC=2)C2C=CC=CC=2)([P](C2C=CC=CC=2)(C2C=CC=CC=2)C2C=CC=CC=2)[P](C2C=CC=CC=2)(C2C=CC=CC=2)C2C=CC=CC=2)(C2C=CC=CC=2)C2C=CC=CC=2)=CC=1. The product is [NH2:4][C:3]1[CH:5]=[CH:6][C:7]([N+:9]([O-:11])=[O:10])=[CH:8][C:2]=1[C:19]#[C:18][C:13]([CH3:20])([CH3:12])[C:14]([O:16][CH3:17])=[O:15]. The yield is 0.0900.